This data is from Full USPTO retrosynthesis dataset with 1.9M reactions from patents (1976-2016). The task is: Predict the reactants needed to synthesize the given product. Given the product [CH3:1][O:2][C:3]1[CH:4]=[C:5]2[C:10](=[CH:11][C:12]=1[O:13][CH3:14])[N:9]=[CH:8][N:7]=[C:6]2[O:15][C:16]1[CH:22]=[CH:21][C:19]([NH:20][C:30](=[O:36])[O:31][CH2:32][C:40]2[CH:41]=[CH:42][CH:43]=[CH:44][C:39]=2[Cl:38])=[C:18]([N+:23]([O-:25])=[O:24])[CH:17]=1, predict the reactants needed to synthesize it. The reactants are: [CH3:1][O:2][C:3]1[CH:4]=[C:5]2[C:10](=[CH:11][C:12]=1[O:13][CH3:14])[N:9]=[CH:8][N:7]=[C:6]2[O:15][C:16]1[CH:22]=[CH:21][C:19]([NH2:20])=[C:18]([N+:23]([O-:25])=[O:24])[CH:17]=1.ClC(Cl)(O[C:30](=[O:36])[O:31][C:32](Cl)(Cl)Cl)Cl.[Cl:38][C:39]1[CH:44]=[CH:43][CH:42]=[CH:41][C:40]=1CO.C(=O)(O)[O-].[Na+].